From a dataset of Peptide-MHC class II binding affinity with 134,281 pairs from IEDB. Regression. Given a peptide amino acid sequence and an MHC pseudo amino acid sequence, predict their binding affinity value. This is MHC class II binding data. (1) The peptide sequence is GDLYIFESRAICKYA. The MHC is DRB1_1001 with pseudo-sequence DRB1_1001. The binding affinity (normalized) is 0.339. (2) The peptide sequence is VVLGLATSPTAEGGK. The MHC is DRB1_1101 with pseudo-sequence DRB1_1101. The binding affinity (normalized) is 0.338. (3) The peptide sequence is EKKYFAATQWEPLAA. The MHC is DRB1_1602 with pseudo-sequence DRB1_1602. The binding affinity (normalized) is 0.555. (4) The binding affinity (normalized) is 0.245. The MHC is DRB1_0101 with pseudo-sequence DRB1_0101. The peptide sequence is SKGGMRNVFDEVIPT. (5) The peptide sequence is AFVATTNPWASQEG. The MHC is DRB1_0101 with pseudo-sequence DRB1_0101. The binding affinity (normalized) is 0.516. (6) The peptide sequence is AIFVHGPTTVESHGN. The MHC is DRB1_1501 with pseudo-sequence DRB1_1501. The binding affinity (normalized) is 0.470. (7) The peptide sequence is GPLDKEAIEERVERI. The MHC is DRB1_0404 with pseudo-sequence DRB1_0404. The binding affinity (normalized) is 0.349.